Dataset: Catalyst prediction with 721,799 reactions and 888 catalyst types from USPTO. Task: Predict which catalyst facilitates the given reaction. (1) Reactant: [CH:1]1([CH2:4][O:5][C:6]2[CH:14]=[CH:13][C:9]3[O:10][CH2:11][O:12][C:8]=3[C:7]=2[C:15]2[C:16]3[NH:23][CH:22]=[C:21]([C:24]([OH:26])=O)[C:17]=3[N:18]=[CH:19][N:20]=2)[CH2:3][CH2:2]1.[B-](F)(F)(F)F.CCOC(C(C#N)=NOC(N(C)C)=[N+](C)C)=O.C1C=NC2N(O)N=NC=2C=1.CCN(C(C)C)C(C)C.FC(F)(F)C(O)=O.[NH2:75][C@@H:76]([CH2:106][N:107]([CH3:109])[CH3:108])[C:77]([N:79]1[CH2:84][CH2:83][CH:82]([N:85]2[N:94]=[C:93]([C:95]3[CH:100]=[CH:99][C:98]([O:101][CH3:102])=[C:97]([O:103][CH3:104])[CH:96]=3)[C@@H:92]3[C@@H:87]([CH2:88][CH2:89][CH2:90][CH2:91]3)[C:86]2=[O:105])[CH2:81][CH2:80]1)=[O:78]. Product: [CH:1]1([CH2:4][O:5][C:6]2[CH:14]=[CH:13][C:9]3[O:10][CH2:11][O:12][C:8]=3[C:7]=2[C:15]2[C:16]3[NH:23][CH:22]=[C:21]([C:24]([NH:75][C@@H:76]([CH2:106][N:107]([CH3:109])[CH3:108])[C:77]([N:79]4[CH2:84][CH2:83][CH:82]([N:85]5[N:94]=[C:93]([C:95]6[CH:100]=[CH:99][C:98]([O:101][CH3:102])=[C:97]([O:103][CH3:104])[CH:96]=6)[C@@H:92]6[C@@H:87]([CH2:88][CH2:89][CH2:90][CH2:91]6)[C:86]5=[O:105])[CH2:81][CH2:80]4)=[O:78])=[O:26])[C:17]=3[N:18]=[CH:19][N:20]=2)[CH2:2][CH2:3]1. The catalyst class is: 3. (2) Reactant: [CH3:1][C:2](=[CH:4][CH2:5][CH2:6][C@H:7]([C@@H:9]1[C@:26]2([CH3:27])[C@H:12]([C:13]3[C@H:23]([CH2:24][CH2:25]2)[C@:21]2([CH3:22])[C:16]([CH2:17][C@@H:18]([OH:28])[CH2:19][CH2:20]2)=[CH:15][CH:14]=3)[CH2:11][CH2:10]1)[CH3:8])[CH3:3].C1(=O)CCCCC1.CC(C)[O-].[Al+3].CC(C)[O-].CC(C)[O-].O. Product: [CH3:1][C:2](=[CH:4][CH2:5][CH2:6][C@H:7]([C@@H:9]1[C@:26]2([CH3:27])[C@H:12]([C:13]3[C@H:23]([CH2:24][CH2:25]2)[C@:21]2([CH3:22])[C:16](=[CH:17][C:18](=[O:28])[CH2:19][CH2:20]2)[CH2:15][CH:14]=3)[CH2:11][CH2:10]1)[CH3:8])[CH3:3]. The catalyst class is: 194.